From a dataset of Merck oncology drug combination screen with 23,052 pairs across 39 cell lines. Regression. Given two drug SMILES strings and cell line genomic features, predict the synergy score measuring deviation from expected non-interaction effect. (1) Drug 1: O=S1(=O)NC2(CN1CC(F)(F)F)C1CCC2Cc2cc(C=CCN3CCC(C(F)(F)F)CC3)ccc2C1. Drug 2: C#Cc1cccc(Nc2ncnc3cc(OCCOC)c(OCCOC)cc23)c1. Cell line: CAOV3. Synergy scores: synergy=22.3. (2) Drug 1: C=CCn1c(=O)c2cnc(Nc3ccc(N4CCN(C)CC4)cc3)nc2n1-c1cccc(C(C)(C)O)n1. Drug 2: Cn1c(=O)n(-c2ccc(C(C)(C)C#N)cc2)c2c3cc(-c4cnc5ccccc5c4)ccc3ncc21. Cell line: NCIH23. Synergy scores: synergy=7.97. (3) Drug 1: CC1CC2C3CCC4=CC(=O)C=CC4(C)C3(F)C(O)CC2(C)C1(O)C(=O)CO. Drug 2: Cc1nc(Nc2ncc(C(=O)Nc3c(C)cccc3Cl)s2)cc(N2CCN(CCO)CC2)n1. Cell line: NCIH23. Synergy scores: synergy=3.08.